Dataset: Catalyst prediction with 721,799 reactions and 888 catalyst types from USPTO. Task: Predict which catalyst facilitates the given reaction. (1) Reactant: [O:1]1[CH2:6][CH2:5][O:4][C:3]2[CH:7]=[C:8]([NH2:11])[CH:9]=[CH:10][C:2]1=2.F[C:13]1[CH:18]=[CH:17][CH:16]=[CH:15][C:14]=1[N+:19]([O-:21])=[O:20].C(=O)([O-])[O-].[K+].[K+].O. Product: [N+:19]([C:14]1[CH:15]=[CH:16][CH:17]=[CH:18][C:13]=1[NH:11][C:8]1[CH:9]=[CH:10][C:2]2[O:1][CH2:6][CH2:5][O:4][C:3]=2[CH:7]=1)([O-:21])=[O:20]. The catalyst class is: 60. (2) Reactant: [Cl:1][C:2]1[CH:10]=[CH:9][C:5]([C:6]([OH:8])=O)=[CH:4][C:3]=1[O:11][CH2:12][CH3:13].C1N=CN(C(N2C=NC=C2)=O)C=1.[CH2:26]([O:28][C:29](=[O:34])[CH2:30]C(O)=O)[CH3:27].[K].CCN(CC)CC.[Mg+2].[Cl-].[Cl-]. Product: [Cl:1][C:2]1[CH:10]=[CH:9][C:5]([C:6](=[O:8])[CH2:30][C:29]([O:28][CH2:26][CH3:27])=[O:34])=[CH:4][C:3]=1[O:11][CH2:12][CH3:13]. The catalyst class is: 841.